From a dataset of Reaction yield outcomes from USPTO patents with 853,638 reactions. Predict the reaction yield, written as a fraction of the theoretical maximum amount of product (1.0 means a 100% yield; for example, 0.34 means a 34% yield). (1) The reactants are [Cl:1][C:2]1C=C(Cl)[N:5]=[C:4](N2CCOCC2)[N:3]=1.[NH:15]1[CH2:20][CH2:19]S(=O)(=O)[CH2:17][CH2:16]1.[CH3:23][CH2:24][OH:25].C1COCC1. No catalyst specified. The product is [Cl:1][C:2]1[N:3]=[CH:4][N:5]=[C:16]([N:15]2[CH2:23][CH2:24][O:25][CH2:19][CH2:20]2)[CH:17]=1. The yield is 0.970. (2) The reactants are [N:1]([C:4]1[CH:15]=[CH:14][C:7]([C:8]([NH:10][CH2:11][CH2:12][CH3:13])=[O:9])=[CH:6][CH:5]=1)=[N+:2]=[N-:3].O=[C:17]([CH2:24][CH2:25][CH3:26])[CH2:18][C:19]([O:21]CC)=[O:20].[O-]CC.[Na+].O. The catalyst is C(O)C. The product is [CH2:24]([C:17]1[N:1]([C:4]2[CH:5]=[CH:6][C:7]([C:8]([NH:10][CH2:11][CH2:12][CH3:13])=[O:9])=[CH:14][CH:15]=2)[N:2]=[N:3][C:18]=1[C:19]([OH:21])=[O:20])[CH2:25][CH3:26]. The yield is 0.960. (3) The reactants are [N+](C1C=C([N+]([O-])=O)C=CC=1[O-])([O-])=O.[NH2:14][N+:15]1[CH:20]=[CH:19][C:18]2[O:21][CH2:22][CH2:23][C:17]=2[CH:16]=1.C(=O)([O-])[O-].[K+].[K+].[C:30]([O:34][CH2:35][CH3:36])(=[O:33])[C:31]#[CH:32]. The catalyst is CN(C)C=O.O. The product is [C:31]1([C:30]([O:34][CH2:35][CH3:36])=[O:33])[CH:32]=[N:14][N:15]2[CH:20]=[CH:19][C:18]3[O:21][CH2:22][CH2:23][C:17]=3[C:16]=12. The yield is 0.170. (4) The reactants are Br[C:2]1[CH:15]=[CH:14][C:5]([C:6]([NH:8][CH2:9][CH2:10][CH:11]([CH3:13])[CH3:12])=[O:7])=[CH:4][C:3]=1[CH3:16].[CH3:17][O:18][C:19]1[CH:20]=[C:21]([CH:23]=[CH:24][CH:25]=1)[NH2:22].CC(C1C=C(C(C)C)C(C2C=CC=CC=2P(C2CCCCC2)C2CCCCC2)=C(C(C)C)C=1)C.C([O-])([O-])=O.[K+].[K+]. The catalyst is CC(O)(C)C.C1C=CC(/C=C/C(/C=C/C2C=CC=CC=2)=O)=CC=1.C1C=CC(/C=C/C(/C=C/C2C=CC=CC=2)=O)=CC=1.C1C=CC(/C=C/C(/C=C/C2C=CC=CC=2)=O)=CC=1.[Pd].[Pd]. The yield is 0.790. The product is [CH3:17][O:18][C:19]1[CH:20]=[C:21]([NH:22][C:2]2[CH:15]=[CH:14][C:5]([C:6]([NH:8][CH2:9][CH2:10][CH:11]([CH3:13])[CH3:12])=[O:7])=[CH:4][C:3]=2[CH3:16])[CH:23]=[CH:24][CH:25]=1. (5) The reactants are Br[C:2]1[CH:7]=[CH:6][CH:5]=[CH:4][N:3]=1.[Li]CCCC.[F:13][C:14]([F:32])([F:31])[C:15]1[CH:20]=[CH:19][N:18]=[C:17]([C:21]2([C:29]#N)[CH2:24][C:23]3([O:28][CH2:27][CH2:26][O:25]3)[CH2:22]2)[CH:16]=1.Cl.[OH-:34].[Na+]. The catalyst is CCOCC. The product is [N:3]1[CH:4]=[CH:5][CH:6]=[CH:7][C:2]=1[C:29]([C:21]1([C:17]2[CH:16]=[C:15]([C:14]([F:32])([F:31])[F:13])[CH:20]=[CH:19][N:18]=2)[CH2:24][C:23]2([O:28][CH2:27][CH2:26][O:25]2)[CH2:22]1)=[O:34]. The yield is 0.633. (6) The reactants are [Cl:1][C:2]1[N:3]=[C:4]([C:9]([NH:11][C@H:12]2[CH2:17][CH2:16][N:15]([C:18]3[S:19][C:20]([C:26]([O:28][CH2:29][CH3:30])=[O:27])=[C:21]([C:23]([OH:25])=O)[N:22]=3)[CH2:14][C@H:13]2[O:31][CH2:32][CH3:33])=[O:10])[NH:5][C:6]=1[CH2:7][CH3:8].[C:34]([NH:37][CH2:38][CH2:39][NH2:40])(=[O:36])[CH3:35].CCN=C=NCCCN(C)C.Cl.ON1C2C=CC=CC=2N=N1. No catalyst specified. The product is [C:34]([NH:37][CH2:38][CH2:39][NH:40][C:23]([C:21]1[N:22]=[C:18]([N:15]2[CH2:16][CH2:17][C@H:12]([NH:11][C:9]([C:4]3[NH:5][C:6]([CH2:7][CH3:8])=[C:2]([Cl:1])[N:3]=3)=[O:10])[C@H:13]([O:31][CH2:32][CH3:33])[CH2:14]2)[S:19][C:20]=1[C:26]([O:28][CH2:29][CH3:30])=[O:27])=[O:25])(=[O:36])[CH3:35]. The yield is 0.570. (7) The reactants are CN(C(ON1N=NC2C=CC=CC1=2)=[N+](C)C)C.F[P-](F)(F)(F)(F)F.[CH3:25][C:26]1[CH:31]=[C:30]([C:32]([N:34]2[CH2:43][C:42]3[CH:41]=[N:40][N:39]([CH3:44])[C:38]=3[NH:37][C:36]3[CH:45]=[CH:46][CH:47]=[CH:48][C:35]2=3)=[O:33])[CH:29]=[CH:28][C:27]=1[CH2:49][CH2:50][CH2:51][CH2:52][C:53]([OH:55])=O.Cl.Cl.[CH3:58][C:59]([CH3:69])([CH3:68])[CH2:60][CH2:61][N:62]1[CH2:67][CH2:66][NH:65][CH2:64][CH2:63]1.CCN(C(C)C)C(C)C. The catalyst is CN(C=O)C. The product is [CH3:58][C:59]([CH3:69])([CH3:68])[CH2:60][CH2:61][N:62]1[CH2:63][CH2:64][N:65]([C:53](=[O:55])[CH2:52][CH2:51][CH2:50][CH2:49][C:27]2[CH:28]=[CH:29][C:30]([C:32]([N:34]3[CH2:43][C:42]4[CH:41]=[N:40][N:39]([CH3:44])[C:38]=4[NH:37][C:36]4[CH:45]=[CH:46][CH:47]=[CH:48][C:35]3=4)=[O:33])=[CH:31][C:26]=2[CH3:25])[CH2:66][CH2:67]1. The yield is 0.620.